Dataset: NCI-60 drug combinations with 297,098 pairs across 59 cell lines. Task: Regression. Given two drug SMILES strings and cell line genomic features, predict the synergy score measuring deviation from expected non-interaction effect. (1) Drug 1: CCC(=C(C1=CC=CC=C1)C2=CC=C(C=C2)OCCN(C)C)C3=CC=CC=C3.C(C(=O)O)C(CC(=O)O)(C(=O)O)O. Drug 2: C(CCl)NC(=O)N(CCCl)N=O. Cell line: HS 578T. Synergy scores: CSS=19.9, Synergy_ZIP=-1.61, Synergy_Bliss=1.63, Synergy_Loewe=2.49, Synergy_HSA=3.02. (2) Drug 1: CC1C(C(CC(O1)OC2CC(CC3=C2C(=C4C(=C3O)C(=O)C5=C(C4=O)C(=CC=C5)OC)O)(C(=O)C)O)N)O.Cl. Drug 2: CN1C2=C(C=C(C=C2)N(CCCl)CCCl)N=C1CCCC(=O)O.Cl. Cell line: UACC-257. Synergy scores: CSS=4.84, Synergy_ZIP=0.943, Synergy_Bliss=7.49, Synergy_Loewe=-4.20, Synergy_HSA=3.70. (3) Drug 1: C1C(C(OC1N2C=NC3=C2NC=NCC3O)CO)O. Drug 2: COCCOC1=C(C=C2C(=C1)C(=NC=N2)NC3=CC=CC(=C3)C#C)OCCOC.Cl. Cell line: SK-MEL-2. Synergy scores: CSS=-3.97, Synergy_ZIP=5.21, Synergy_Bliss=5.51, Synergy_Loewe=2.81, Synergy_HSA=-0.140.